Dataset: Reaction yield outcomes from USPTO patents with 853,638 reactions. Task: Predict the reaction yield, written as a fraction of the theoretical maximum amount of product (1.0 means a 100% yield; for example, 0.34 means a 34% yield). (1) The product is [CH3:1][O:2][C:3]([NH:5][C@@H:6]([C@@H:7]([CH3:8])[CH2:9][CH3:10])[C:11]([N:13]1[C@@H:17]([CH3:18])[CH2:16][CH2:15][C@H:14]1[C:19]1[NH:20][C:21]([C:24]2[CH:29]=[C:28]3[CH2:30][O:31][C:32]4[CH:59]=[C:58]5[C:35]([CH:36]=[CH:37][C:38]6[N:42]=[C:41]([C@@H:43]7[CH2:47][C@H:46]([CH2:48][O:49][CH3:50])[CH2:45][N:44]7[C:51](=[O:53])[C@H:66]([NH:65][C:63](=[O:64])[O:62][CH3:61])[C:70]7[CH:75]=[CH:74][CH:73]=[CH:72][CH:71]=7)[NH:40][C:39]=65)=[CH:34][C:33]=4[C:27]3=[CH:26][CH:25]=2)=[CH:22][N:23]=1)=[O:12])=[O:4]. The catalyst is C(Cl)Cl.CO. The yield is 0.410. The reactants are [CH3:1][O:2][C:3]([NH:5][C@H:6]([C:11]([N:13]1[C@@H:17]([CH3:18])[CH2:16][CH2:15][C@H:14]1[C:19]1[NH:20][C:21]([C:24]2[CH:29]=[C:28]3[CH2:30][O:31][C:32]4[CH:59]=[C:58]5[C:35]([CH:36]=[CH:37][C:38]6[N:42]=[C:41]([C@@H:43]7[CH2:47][C@H:46]([CH2:48][O:49][CH3:50])[CH2:45][N:44]7[C:51]([O:53]C(C)(C)C)=O)[NH:40][C:39]=65)=[CH:34][C:33]=4[C:27]3=[CH:26][CH:25]=2)=[CH:22][N:23]=1)=[O:12])[C@H:7]([CH2:9][CH3:10])[CH3:8])=[O:4].Cl.[CH3:61][O:62][C:63]([NH:65][C@H:66]([C:70]1[CH:75]=[CH:74][CH:73]=[CH:72][CH:71]=1)C(O)=O)=[O:64].CCN(C(C)C)C(C)C.CCOC(C(C#N)=NOC(N1CCOCC1)=[N+](C)C)=O.F[P-](F)(F)(F)(F)F. (2) The reactants are CS(O[CH2:6][C:7]1[CH:8]=[N:9][C:10]2[C:15]([CH:16]=1)=[CH:14][CH:13]=[C:12]([O:17][CH2:18][C:19]1[CH:24]=[CH:23][CH:22]=[C:21]([Cl:25])[CH:20]=1)[CH:11]=2)(=O)=O.ClC1C=C(C=CC=1)COC1C=C2C(C=C(CO)C=[N:39]2)=CC=1.CCN(C(C)C)C(C)C.CS(Cl)(=O)=O. The catalyst is C1COCC1. The product is [Cl:25][C:21]1[CH:20]=[C:19]([CH:24]=[CH:23][CH:22]=1)[CH2:18][O:17][C:12]1[CH:11]=[C:10]2[C:15]([CH:16]=[C:7]([CH2:6][NH2:39])[CH:8]=[N:9]2)=[CH:14][CH:13]=1. The yield is 0.760. (3) The reactants are [NH2:1][C:2]1[N:3]=[C:4]([CH3:21])[C:5]2[CH:11]=[C:10](Br)[C:9](=[O:13])[N:8]([C@H:14]3[CH2:19][CH2:18][C@H:17]([OH:20])[CH2:16][CH2:15]3)[C:6]=2[N:7]=1.C(=O)([O-])[O-].[K+].[K+].[CH3:28][O:29][C:30]1[CH:35]=[CH:34][C:33](B(O)O)=[CH:32][N:31]=1. The catalyst is [Pd](Cl)Cl. The product is [NH2:1][C:2]1[N:3]=[C:4]([CH3:21])[C:5]2[CH:11]=[C:10]([C:33]3[CH:32]=[N:31][C:30]([O:29][CH3:28])=[CH:35][CH:34]=3)[C:9](=[O:13])[N:8]([C@H:14]3[CH2:19][CH2:18][C@H:17]([OH:20])[CH2:16][CH2:15]3)[C:6]=2[N:7]=1. The yield is 0.710. (4) The reactants are [H-].[Na+].[OH:3][C@@H:4]([CH2:9][O:10][CH:11]([CH3:13])[CH3:12])[C:5]([O:7][CH3:8])=[O:6].Cl[C:15]1[N:20]=[CH:19][N:18]=[C:17]2[N:21]([C:24]3[C:29]([CH3:30])=[CH:28][CH:27]=[CH:26][N:25]=3)[N:22]=[CH:23][C:16]=12.Cl. The catalyst is C1COCC1. The product is [CH:11]([O:10][CH2:9][C@H:4]([O:3][C:15]1[N:20]=[CH:19][N:18]=[C:17]2[N:21]([C:24]3[C:29]([CH3:30])=[CH:28][CH:27]=[CH:26][N:25]=3)[N:22]=[CH:23][C:16]=12)[C:5]([O:7][CH3:8])=[O:6])([CH3:13])[CH3:12]. The yield is 0.790. (5) The reactants are Cl.Cl.[NH2:3][CH2:4][CH2:5][S:6][S:7][CH2:8][CH2:9][NH2:10].C(N(CC)CC)C.[CH3:18][C:19]([O:22][C:23](O[C:23]([O:22][C:19]([CH3:21])([CH3:20])[CH3:18])=[O:24])=[O:24])([CH3:21])[CH3:20]. The catalyst is CO. The product is [NH2:3][CH2:4][CH2:5][S:6][S:7][CH2:8][CH2:9][NH:10][C:23](=[O:24])[O:22][C:19]([CH3:21])([CH3:20])[CH3:18]. The yield is 0.440. (6) The reactants are [Cl:1][C:2]1[CH:3]=[C:4]([C:15](=O)[CH3:16])[CH:5]=[N:6][C:7]=1[O:8][CH2:9][CH2:10][C:11]([F:14])([F:13])[F:12].[CH3:18][C:19]([S@:22]([NH2:24])=[O:23])([CH3:21])[CH3:20]. No catalyst specified. The product is [Cl:1][C:2]1[CH:3]=[C:4]([CH:15]([NH:24][S@@:22]([C:19]([CH3:21])([CH3:20])[CH3:18])=[O:23])[CH3:16])[CH:5]=[N:6][C:7]=1[O:8][CH2:9][CH2:10][C:11]([F:14])([F:13])[F:12]. The yield is 0.760.